Dataset: Full USPTO retrosynthesis dataset with 1.9M reactions from patents (1976-2016). Task: Predict the reactants needed to synthesize the given product. (1) Given the product [NH2:12][C:5]1[CH:6]=[CH:7][CH:8]=[C:9]2[C:4]=1[C:3](=[O:15])[N:2]([CH3:1])[CH:10]2[CH3:11], predict the reactants needed to synthesize it. The reactants are: [CH3:1][N:2]1[C:10](=[CH2:11])[C:9]2[C:4](=[C:5]([N+:12]([O-])=O)[CH:6]=[CH:7][CH:8]=2)[C:3]1=[O:15]. (2) Given the product [CH2:1]([NH:3][C:4]1[C:13]([CH2:14][OH:15])=[CH:12][C:11]2[CH:10]=[C:9]3[O:16][CH2:17][O:18][C:8]3=[CH:7][C:6]=2[N:5]=1)[CH3:2], predict the reactants needed to synthesize it. The reactants are: [CH2:1]([NH:3][C:4]1[C:13]([CH:14]=[O:15])=[CH:12][C:11]2[CH:10]=[C:9]3[O:16][CH2:17][O:18][C:8]3=[CH:7][C:6]=2[N:5]=1)[CH3:2].[BH4-].[Na+].Cl.C([O-])(O)=O.[Na+]. (3) The reactants are: [CH3:1][O:2][CH:3]1[CH2:8][CH2:7][NH:6][CH2:5][CH2:4]1.F[C:10]1[CH:15]=[CH:14][C:13]([N+:16]([O-:18])=[O:17])=[CH:12][CH:11]=1.O. Given the product [CH3:1][O:2][CH:3]1[CH2:8][CH2:7][N:6]([C:10]2[CH:15]=[CH:14][C:13]([N+:16]([O-:18])=[O:17])=[CH:12][CH:11]=2)[CH2:5][CH2:4]1, predict the reactants needed to synthesize it. (4) The reactants are: C(OP([CH2:9][C:10]#[N:11])(=O)OCC)C.[Br:12][C:13]1[CH:14]=[C:15]([CH:18]=O)[S:16][CH:17]=1.[NH4+].[Cl-]. Given the product [Br:12][C:13]1[CH:14]=[C:15]([CH:18]=[CH:9][C:10]#[N:11])[S:16][CH:17]=1, predict the reactants needed to synthesize it. (5) Given the product [CH3:15][O:14][CH:3]([O:2][CH3:1])[C:4]1[CH:11]=[C:10]([CH3:12])[C:7]([CH2:8][NH2:9])=[C:6]([CH3:13])[CH:5]=1, predict the reactants needed to synthesize it. The reactants are: [CH3:1][O:2][CH:3]([O:14][CH3:15])[C:4]1[CH:11]=[C:10]([CH3:12])[C:7]([C:8]#[N:9])=[C:6]([CH3:13])[CH:5]=1.[H-].[Al+3].[Li+].[H-].[H-].[H-]. (6) Given the product [C:1]1([NH:11][C:12]([NH:15][C:16]2[CH:17]=[C:18]3[C:23](=[CH:24][CH:25]=2)[CH2:22][C:21]2([C:29](=[O:30])[NH:28][C:27](=[O:31])[NH:26]2)[CH2:20][CH2:19]3)=[O:13])[C:10]2[C:5](=[CH:6][CH:7]=[CH:8][CH:9]=2)[CH:4]=[CH:3][CH:2]=1, predict the reactants needed to synthesize it. The reactants are: [C:1]1([N:11]=[C:12]=[O:13])[C:10]2[C:5](=[CH:6][CH:7]=[CH:8][CH:9]=2)[CH:4]=[CH:3][CH:2]=1.Cl.[NH2:15][C:16]1[CH:17]=[C:18]2[C:23](=[CH:24][CH:25]=1)[CH2:22][C:21]1([C:29](=[O:30])[NH:28][C:27](=[O:31])[NH:26]1)[CH2:20][CH2:19]2.C(N(CC)C(C)C)(C)C. (7) Given the product [NH2:13][C:8]1[CH:9]=[CH:10][CH:11]=[CH:12][C:7]=1[CH2:6][C:5]1[CH:17]=[C:18]2[C:2](=[CH:3][CH:4]=1)[NH:1][C:26](=[O:27])[CH:25]=[C:23]2[C:19]([F:22])([F:21])[F:20], predict the reactants needed to synthesize it. The reactants are: [NH2:1][C:2]1[CH:18]=[CH:17][C:5]([CH2:6][C:7]2[CH:12]=[CH:11][CH:10]=[CH:9][C:8]=2[NH:13]C(=O)C)=[CH:4][CH:3]=1.[C:19]([C:23]([CH2:25][C:26](OCC)=[O:27])=O)([F:22])([F:21])[F:20].O.[OH-].[Na+]. (8) Given the product [ClH:34].[ClH:34].[CH2:1]([C:3]1[C:4]([C:13]2[CH:33]=[C:16]3[N:17]=[C:18]([N:28]4[CH2:32][CH2:31][CH2:30][CH2:29]4)[CH:19]=[C:20]([NH:21][CH:22]4[CH2:27][CH2:26][O:25][CH2:24][CH2:23]4)[N:15]3[N:14]=2)=[N:5][C:6]2[C:11]([N:12]=1)=[CH:10][CH:9]=[CH:8][CH:7]=2)[CH3:2], predict the reactants needed to synthesize it. The reactants are: [CH2:1]([C:3]1[C:4]([C:13]2[CH:33]=[C:16]3[N:17]=[C:18]([N:28]4[CH2:32][CH2:31][CH2:30][CH2:29]4)[CH:19]=[C:20]([NH:21][CH:22]4[CH2:27][CH2:26][O:25][CH2:24][CH2:23]4)[N:15]3[N:14]=2)=[N:5][C:6]2[C:11]([N:12]=1)=[CH:10][CH:9]=[CH:8][CH:7]=2)[CH3:2].[ClH:34]. (9) Given the product [ClH:1].[Cl:20][C:21]1[CH:22]=[C:23]([NH:24][C:2]2[C:7]3[C:8]([CH3:12])=[N:9][N:10]([CH3:11])[C:6]=3[CH:5]=[C:4]([C:13]3[CH:18]=[CH:17][C:16]([F:19])=[CH:15][CH:14]=3)[N:3]=2)[CH:25]=[CH:26][C:27]=1[O:28][CH3:29].[Cl:20][C:21]1[CH:22]=[C:23]([NH:24][C:2]2[C:7]3[C:8]([CH3:12])=[N:9][N:10]([CH3:11])[C:6]=3[CH:5]=[C:4]([C:13]3[CH:18]=[CH:17][C:16]([F:19])=[CH:15][CH:14]=3)[N:3]=2)[CH:25]=[CH:26][C:27]=1[O:28][CH3:29], predict the reactants needed to synthesize it. The reactants are: [Cl:1][C:2]1[C:7]2[C:8]([CH3:12])=[N:9][N:10]([CH3:11])[C:6]=2[CH:5]=[C:4]([C:13]2[CH:18]=[CH:17][C:16]([F:19])=[CH:15][CH:14]=2)[N:3]=1.[Cl:20][C:21]1[CH:22]=[C:23]([CH:25]=[CH:26][C:27]=1[O:28][CH3:29])[NH2:24]. (10) The reactants are: C(OC(C1N(CC2C3C=C(F)C=CC=3SC=2)C2C(C=1CNC)=CC(F)=CC=2)=O)C.Cl.C([O:33][C:34]([C:36]1[N:37]([CH2:53][C:54]2[C:55]3[CH:62]=[C:61]([F:63])[CH:60]=[CH:59][C:56]=3[S:57][CH:58]=2)[C:38]2[C:43]([C:44]=1[CH2:45][N:46]([C:48]([O:50][CH3:51])=[O:49])[CH3:47])=[CH:42][C:41]([F:52])=[CH:40][CH:39]=2)=[O:35])C. Given the product [F:52][C:41]1[CH:42]=[C:43]2[C:38](=[CH:39][CH:40]=1)[N:37]([CH2:53][C:54]1[C:55]3[CH:62]=[C:61]([F:63])[CH:60]=[CH:59][C:56]=3[S:57][CH:58]=1)[C:36]([C:34]([OH:35])=[O:33])=[C:44]2[CH2:45][N:46]([C:48]([O:50][CH3:51])=[O:49])[CH3:47], predict the reactants needed to synthesize it.